This data is from Forward reaction prediction with 1.9M reactions from USPTO patents (1976-2016). The task is: Predict the product of the given reaction. (1) Given the reactants [OH:1][C:2]1[CH:10]=[CH:9][C:8]([N:11]2[CH:15]=[CH:14][CH:13]=[CH:12]2)=[CH:7][C:3]=1[C:4]([OH:6])=O.[CH2:16]([O:18][C:19]([C:21]1[S:25][C:24]([NH2:26])=[N:23][C:22]=1[C:27]1[CH:32]=[CH:31][CH:30]=[CH:29][CH:28]=1)=[O:20])[CH3:17], predict the reaction product. The product is: [CH2:16]([O:18][C:19]([C:21]1[S:25][C:24]([NH:26][C:4](=[O:6])[C:3]2[CH:7]=[C:8]([N:11]3[CH:15]=[CH:14][CH:13]=[CH:12]3)[CH:9]=[CH:10][C:2]=2[OH:1])=[N:23][C:22]=1[C:27]1[CH:32]=[CH:31][CH:30]=[CH:29][CH:28]=1)=[O:20])[CH3:17]. (2) Given the reactants [C:1](=[N:14][NH2:15])(C1C=CC=CC=1)C1C=CC=CC=1.Cl[C:17]([O:19][CH2:20][C:21]1C=CC([N+]([O-])=O)=CC=1)=[O:18].CC[O:32]C(C)=O.CC[N:38]([CH:42](C)C)C(C)C, predict the reaction product. The product is: [CH2:20]([O:19][C:17](=[O:18])[CH2:42][NH:38][C:1](=[O:32])[NH:14][NH2:15])[CH3:21].